From a dataset of Full USPTO retrosynthesis dataset with 1.9M reactions from patents (1976-2016). Predict the reactants needed to synthesize the given product. (1) Given the product [Cl:1][C:2]1[CH:7]=[CH:6][C:5]([C:8]2[NH:36][C:34](=[O:35])[NH:33][CH:24]([C:23]3[CH:26]=[C:27]([N+:30]([O-:32])=[O:31])[C:28]([OH:29])=[C:21]([O:20][CH2:18][CH3:19])[CH:22]=3)[C:9]=2[C:10]2[CH:15]=[CH:14][CH:13]=[CH:12][CH:11]=2)=[CH:4][C:3]=1[F:17], predict the reactants needed to synthesize it. The reactants are: [Cl:1][C:2]1[CH:7]=[CH:6][C:5]([C:8](=O)[CH2:9][C:10]2[CH:15]=[CH:14][CH:13]=[CH:12][CH:11]=2)=[CH:4][C:3]=1[F:17].[CH2:18]([O:20][C:21]1[CH:22]=[C:23]([CH:26]=[C:27]([N+:30]([O-:32])=[O:31])[C:28]=1[OH:29])[CH:24]=O)[CH3:19].[NH2:33][C:34]([NH2:36])=[O:35].Cl. (2) Given the product [Cl:1][C:2]1[CH:18]=[CH:17][C:5]2[CH2:6][CH2:7][N:8]([C:11](=[O:16])[C:12]([F:15])([F:14])[F:13])[CH2:9][CH2:10][C:4]=2[C:3]=1[NH:39][CH2:38][C:37]1[CH:36]=[CH:35][C:34]([CH2:33][N:27]2[CH2:32][CH2:31][O:30][CH2:29][CH2:28]2)=[CH:41][CH:40]=1, predict the reactants needed to synthesize it. The reactants are: [Cl:1][C:2]1[CH:18]=[CH:17][C:5]2[CH2:6][CH2:7][N:8]([C:11](=[O:16])[C:12]([F:15])([F:14])[F:13])[CH2:9][CH2:10][C:4]=2[C:3]=1OS(C(F)(F)F)(=O)=O.[N:27]1([CH2:33][C:34]2[CH:41]=[CH:40][C:37]([CH2:38][NH2:39])=[CH:36][CH:35]=2)[CH2:32][CH2:31][O:30][CH2:29][CH2:28]1.